This data is from Forward reaction prediction with 1.9M reactions from USPTO patents (1976-2016). The task is: Predict the product of the given reaction. (1) Given the reactants [CH3:1][O:2][C:3]1[CH:13]=[CH:12][CH:11]=[C:10]([CH3:14])[C:4]=1[C:5](OCC)=[O:6].[H-].[H-].[H-].[H-].[Li+].[Al+3].O.[OH-].[Na+], predict the reaction product. The product is: [CH3:1][O:2][C:3]1[CH:13]=[CH:12][CH:11]=[C:10]([CH3:14])[C:4]=1[CH2:5][OH:6]. (2) Given the reactants Cl[C:2]1[CH:3]=[C:4]([CH:9]=[CH:10][N:11]=1)[C:5]([O:7][CH3:8])=[O:6].[Cl-].[F:13][C:14]1[CH:21]=[CH:20][CH:19]=[CH:18][C:15]=1[CH2:16][Zn+], predict the reaction product. The product is: [F:13][C:14]1[CH:21]=[CH:20][CH:19]=[CH:18][C:15]=1[CH2:16][C:2]1[CH:3]=[C:4]([CH:9]=[CH:10][N:11]=1)[C:5]([O:7][CH3:8])=[O:6]. (3) Given the reactants [F:1][C:2]1[CH:9]=[CH:8][C:5]([CH:6]=[O:7])=[CH:4][CH:3]=1.[CH2:10](O)[CH2:11][CH:12]=[CH2:13].S(=O)(=O)(O)O.[OH-:20].[Na+].[C:22](#[N:24])[CH3:23], predict the reaction product. The product is: [F:1][C:2]1[CH:9]=[CH:8][C:5]([CH:6]2[CH2:13][CH:12]([NH:24][C:22](=[O:20])[CH3:23])[CH2:11][CH2:10][O:7]2)=[CH:4][CH:3]=1. (4) Given the reactants NC1N=C([C:8]2[CH:13]=[CH:12][C:11]([S:14]([NH2:17])(=[O:16])=[O:15])=[C:10]([CH3:18])[C:9]=2[Cl:19])C=CC=1.C(OC([N:27]1[CH2:31][CH2:30][CH2:29][CH:28]1[C:32]([OH:34])=O)=O)(C)(C)C.CN(C(O[N:43]1N=N[C:45]2[CH:46]=[CH:47][CH:48]=[N:49][C:44]1=2)=[N+](C)C)C.F[P-](F)(F)(F)(F)F.Cl, predict the reaction product. The product is: [Cl:19][C:9]1[C:10]([CH3:18])=[C:11]([S:14]([NH:17][C:48]2[N:49]=[C:44]([NH:43][C:32]([CH:28]3[CH2:29][CH2:30][CH2:31][NH:27]3)=[O:34])[CH:45]=[CH:46][CH:47]=2)(=[O:15])=[O:16])[CH:12]=[CH:13][CH:8]=1. (5) The product is: [S:31]1[C:27]2[CH:26]=[CH:25][CH:24]=[C:23]([O:22][C:19]3[CH:20]=[CH:21][C:16]([NH:15][C:13]4[C:14]5[N:6]([CH2:5][CH2:4][NH:3][C:34](=[O:33])[C:35]([CH3:40])([CH3:39])[CH2:36][OH:37])[CH:7]=[CH:8][C:9]=5[N:10]=[CH:11][N:12]=4)=[CH:17][C:18]=3[F:32])[C:28]=2[CH:29]=[N:30]1. Given the reactants Cl.Cl.[NH2:3][CH2:4][CH2:5][N:6]1[C:14]2[C:13]([NH:15][C:16]3[CH:21]=[CH:20][C:19]([O:22][C:23]4[C:28]5[CH:29]=[N:30][S:31][C:27]=5[CH:26]=[CH:25][CH:24]=4)=[C:18]([F:32])[CH:17]=3)=[N:12][CH:11]=[N:10][C:9]=2[CH:8]=[CH:7]1.[OH:33][CH2:34][C:35]([CH3:40])([CH3:39])[C:36](O)=[O:37].ON1C2C=CC=CC=2N=N1.Cl.C(N=C=NCCCN(C)C)C, predict the reaction product. (6) Given the reactants [F:1][C:2]1[C:8]([F:9])=[C:7]([CH3:10])[CH:6]=[C:5]([I:11])[C:3]=1[NH2:4].Cl[C:13](Cl)([O:15]C(=O)OC(Cl)(Cl)Cl)Cl, predict the reaction product. The product is: [F:1][C:2]1[C:8]([F:9])=[C:7]([CH3:10])[CH:6]=[C:5]([I:11])[C:3]=1[N:4]=[C:13]=[O:15]. (7) Given the reactants [F:1][C:2]([F:8])([F:7])[S:3]([O-:6])(=[O:5])=[O:4].[K+].[Br-].[O:11]=[C:12]([CH2:20][CH3:21])[CH2:13][S+:14]1[CH2:19][CH2:18][CH2:17][CH2:16]C1, predict the reaction product. The product is: [F:1][C:2]([F:8])([F:7])[S:3]([O-:6])(=[O:5])=[O:4].[O:11]=[C:12]([CH2:20][CH3:21])[CH2:13][S+:14]1[CH2:16][CH2:17][CH2:18][CH2:19]1.